Dataset: NCI-60 drug combinations with 297,098 pairs across 59 cell lines. Task: Regression. Given two drug SMILES strings and cell line genomic features, predict the synergy score measuring deviation from expected non-interaction effect. (1) Drug 1: C1CCC(CC1)NC(=O)N(CCCl)N=O. Drug 2: C1=CN(C(=O)N=C1N)C2C(C(C(O2)CO)O)O.Cl. Cell line: SNB-75. Synergy scores: CSS=14.3, Synergy_ZIP=-2.53, Synergy_Bliss=0.347, Synergy_Loewe=1.42, Synergy_HSA=1.48. (2) Synergy scores: CSS=0.869, Synergy_ZIP=3.56, Synergy_Bliss=5.97, Synergy_Loewe=4.24, Synergy_HSA=1.79. Cell line: HT29. Drug 2: C(CCl)NC(=O)N(CCCl)N=O. Drug 1: CC12CCC3C(C1CCC2O)C(CC4=C3C=CC(=C4)O)CCCCCCCCCS(=O)CCCC(C(F)(F)F)(F)F.